From a dataset of Catalyst prediction with 721,799 reactions and 888 catalyst types from USPTO. Predict which catalyst facilitates the given reaction. (1) Reactant: [Br:1][C:2]1[CH:3]=[C:4]([C:11]([F:14])([F:13])[F:12])[C:5]([CH:8]([OH:10])[CH3:9])=[N:6][CH:7]=1. Product: [Br:1][C:2]1[CH:3]=[C:4]([C:11]([F:14])([F:12])[F:13])[C:5]([C:8](=[O:10])[CH3:9])=[N:6][CH:7]=1. The catalyst class is: 725. (2) Reactant: [H-].[Na+].[Si:3]([O:10][CH2:11][CH:12]([OH:46])[CH2:13][N:14]1[C:22](=[O:23])[C:21]2[N:20]([CH2:24][C:25]3[CH:30]=[CH:29][C:28]([Cl:31])=[CH:27][CH:26]=3)[C:19]([O:32][C:33]3[CH:38]=[CH:37][CH:36]=[C:35]([O:39][C:40]([F:43])([F:42])[F:41])[CH:34]=3)=[N:18][C:17]=2[N:16]([CH3:44])[C:15]1=[O:45])([C:6]([CH3:9])([CH3:8])[CH3:7])([CH3:5])[CH3:4].I[CH3:48]. Product: [Si:3]([O:10][CH2:11][CH:12]([O:46][CH3:48])[CH2:13][N:14]1[C:22](=[O:23])[C:21]2[N:20]([CH2:24][C:25]3[CH:26]=[CH:27][C:28]([Cl:31])=[CH:29][CH:30]=3)[C:19]([O:32][C:33]3[CH:38]=[CH:37][CH:36]=[C:35]([O:39][C:40]([F:41])([F:43])[F:42])[CH:34]=3)=[N:18][C:17]=2[N:16]([CH3:44])[C:15]1=[O:45])([C:6]([CH3:7])([CH3:8])[CH3:9])([CH3:4])[CH3:5]. The catalyst class is: 1. (3) Product: [NH2:27][C:24]1[CH:25]=[CH:26][C:21]([CH2:20][NH:19][C:16]2[CH:15]=[CH:14][C:13]([S:10]([NH:9][C:4]3[N:3]=[C:2]([CH3:1])[CH:7]=[C:6]([CH3:8])[N:5]=3)(=[O:12])=[O:11])=[CH:18][CH:17]=2)=[CH:22][CH:23]=1. The catalyst class is: 312. Reactant: [CH3:1][C:2]1[CH:7]=[C:6]([CH3:8])[N:5]=[C:4]([NH:9][S:10]([C:13]2[CH:18]=[CH:17][C:16]([NH:19][CH2:20][C:21]3[CH:26]=[CH:25][C:24]([N+:27]([O-])=O)=[CH:23][CH:22]=3)=[CH:15][CH:14]=2)(=[O:12])=[O:11])[N:3]=1.O.[NH3+]N. (4) Reactant: [CH3:1][C@@H:2]1[C@H:20]([OH:21])[C@@H:19]([CH3:22])[C:17](=[O:18])[C:16]([CH3:24])([CH3:23])[C@@H:15]([OH:25])[CH2:14][C:12](=[O:13])[O:11][C@H:10](/[C:26](/[CH3:35])=[CH:27]/[C:28]2[N:32]=[C:31]([CH2:33][OH:34])[S:30][CH:29]=2)[CH2:9][C@@H:7]2[O:8][C@:6]2([CH3:36])[CH2:5][CH2:4][CH2:3]1.C[C@@H]1[C@H](O)[C@@H](C)C(=O)C(C)(C)[C@@H](O)CC(=O)O[C@H](/C(/C)=C/C2N=C(C)SC=2)C[C@@H]2O[C@@]2(CO)CCC1.CC(C)=O. Product: [OH:25][CH:15]1[C:16]([CH3:24])([CH3:23])[C:17](=[O:18])[CH:19]([CH3:22])[CH:20]([OH:21])[CH:2]([CH3:1])[CH2:3][CH2:4][CH2:5][C:6]2([CH3:36])[CH:7]([O:8]2)[CH2:9][CH:10]([C:26]([CH3:35])=[CH:27][C:28]2[N:32]=[C:31]([CH2:33][OH:34])[S:30][CH:29]=2)[O:11][C:12](=[O:13])[CH2:14]1. The catalyst class is: 11. (5) Reactant: [CH:1]([C:3]1[CH:8]=[CH:7][C:6]([C:9]2[CH:14]=[CH:13][CH:12]=[CH:11][C:10]=2[O:15][C:16]([F:19])([F:18])[F:17])=[CH:5][CH:4]=1)=O.[S:20]1[CH2:24][C:23](=[O:25])[NH:22][C:21]1=[O:26].N1CCCCC1.C(O)(=O)C1C=CC=CC=1. Product: [F:17][C:16]([F:19])([F:18])[O:15][C:10]1[CH:11]=[CH:12][CH:13]=[CH:14][C:9]=1[C:6]1[CH:7]=[CH:8][C:3]([CH:1]=[C:24]2[S:20][C:21](=[O:26])[NH:22][C:23]2=[O:25])=[CH:4][CH:5]=1. The catalyst class is: 93.